From a dataset of Catalyst prediction with 721,799 reactions and 888 catalyst types from USPTO. Predict which catalyst facilitates the given reaction. (1) Reactant: [CH3:1][N:2]1[CH2:27][CH2:26][C:5]2[N:6]([C:14]#[C:15][C:16]3[CH:25]=[CH:24][C:23]4[C:18](=[CH:19][CH:20]=[CH:21][CH:22]=4)[CH:17]=3)[C:7]3[CH:8]=[CH:9][C:10]([CH3:13])=[CH:11][C:12]=3[C:4]=2[CH2:3]1.C([O-])=O.[NH4+]. Product: [CH3:1][N:2]1[CH2:27][CH2:26][C:5]2[N:6]([CH2:14][CH2:15][C:16]3[CH:25]=[CH:24][C:23]4[CH2:22][CH2:21][CH2:20][CH2:19][C:18]=4[CH:17]=3)[C:7]3[CH:8]=[CH:9][C:10]([CH3:13])=[CH:11][C:12]=3[C:4]=2[CH2:3]1. The catalyst class is: 293. (2) Reactant: [N+:1]([CH:4]1[CH2:16][O:15][C:14]2[CH:13]=[CH:12][C:11]3[CH2:10][NH:9][C:8](=[O:17])[C:7]=3[C:6]=2[CH2:5]1)([O-])=O.C1COCC1.O.NN. Product: [NH2:1][CH:4]1[CH2:16][O:15][C:14]2[CH:13]=[CH:12][C:11]3[CH2:10][NH:9][C:8](=[O:17])[C:7]=3[C:6]=2[CH2:5]1. The catalyst class is: 319. (3) Product: [CH3:17][CH:16]([S:13]([NH:12][C@H:7]1[CH2:6][C:5]2[C:9](=[CH:10][CH:11]=[C:3]([CH2:2][N:33]3[CH:34]=[C:35]([C:36]([O:38][CH2:39][CH3:40])=[O:37])[C:31]([C:30]([F:29])([F:41])[F:42])=[N:32]3)[CH:4]=2)[CH2:8]1)(=[O:15])=[O:14])[CH3:18]. The catalyst class is: 59. Reactant: O[CH2:2][C:3]1[CH:4]=[C:5]2[C:9](=[CH:10][CH:11]=1)[CH2:8][C@@H:7]([NH:12][S:13]([CH:16]([CH3:18])[CH3:17])(=[O:15])=[O:14])[CH2:6]2.S(Cl)(Cl)=O.C(=O)([O-])[O-].[K+].[K+].[F:29][C:30]([F:42])([F:41])[C:31]1[C:35]([C:36]([O:38][CH2:39][CH3:40])=[O:37])=[CH:34][NH:33][N:32]=1. (4) Reactant: C(OC(=O)[NH:7][CH2:8][CH2:9][N:10]1[C:14]([NH:15]CC2C=CC=CC=2)=[C:13]([N+:23]([O-])=O)[C:12]([Br:26])=[N:11]1)(C)(C)C. Product: [BrH:26].[NH2:7][CH2:8][CH2:9][N:10]1[C:14]([NH2:15])=[C:13]([NH2:23])[CH:12]=[N:11]1.[BrH:26]. The catalyst class is: 50. (5) The catalyst class is: 2. Reactant: [NH2:1][C:2]1[N:3]=[CH:4][C:5]([C:17]2[N:21]([CH3:22])[N:20]=[C:19]([CH:23]3[CH2:28][CH2:27][N:26](C(OC(C)(C)C)=O)[CH2:25][CH2:24]3)[N:18]=2)=[N:6][C:7]=1[C:8]1[O:9][C:10]([C:13]([CH3:16])([CH3:15])[CH3:14])=[N:11][N:12]=1.FC(F)(F)C(O)=O. Product: [C:13]([C:10]1[O:9][C:8]([C:7]2[C:2]([NH2:1])=[N:3][CH:4]=[C:5]([C:17]3[N:21]([CH3:22])[N:20]=[C:19]([CH:23]4[CH2:24][CH2:25][NH:26][CH2:27][CH2:28]4)[N:18]=3)[N:6]=2)=[N:12][N:11]=1)([CH3:16])([CH3:14])[CH3:15]. (6) Reactant: Cl[CH2:2][C:3]1[NH:4][C:5](=[O:8])[NH:6][N:7]=1.Cl.[F:10][C:11]1[CH:24]=[CH:23][CH:22]=[CH:21][C:12]=1[O:13][CH2:14][CH:15]1[CH2:20][CH2:19][NH:18][CH2:17][CH2:16]1.C(=O)([O-])[O-].[K+].[K+].C(#N)C. Product: [F:10][C:11]1[CH:24]=[CH:23][CH:22]=[CH:21][C:12]=1[O:13][CH2:14][CH:15]1[CH2:16][CH2:17][N:18]([CH2:2][C:3]2[NH:4][C:5](=[O:8])[NH:6][N:7]=2)[CH2:19][CH2:20]1. The catalyst class is: 84. (7) Reactant: F[C:2]1[CH:9]=[CH:8][C:5]([C:6]#[N:7])=[CH:4][CH:3]=1.[CH3:10][N:11]1[CH2:16][CH2:15][NH:14][CH2:13][CH2:12]1.C(=O)([O-])[O-].[K+].[K+].O. Product: [CH3:10][N:11]1[CH2:16][CH2:15][N:14]([C:2]2[CH:9]=[CH:8][C:5]([C:6]#[N:7])=[CH:4][CH:3]=2)[CH2:13][CH2:12]1. The catalyst class is: 16. (8) Reactant: [C:1]([O:5][C:6](=[O:23])[N:7]([CH2:13][C:14]1[CH:22]=[CH:21][C:17]2[O:18][CH2:19][O:20][C:16]=2[CH:15]=1)[CH2:8][CH2:9][CH2:10][NH:11][CH3:12])([CH3:4])([CH3:3])[CH3:2].C(N(CC)CC)C.[Cl:31][C:32]1[N:36]=[C:35](Cl)[S:34][N:33]=1.O. Product: [C:1]([O:5][C:6](=[O:23])[N:7]([CH2:13][C:14]1[CH:22]=[CH:21][C:17]2[O:18][CH2:19][O:20][C:16]=2[CH:15]=1)[CH2:8][CH2:9][CH2:10][N:11]([C:35]1[S:34][N:33]=[C:32]([Cl:31])[N:36]=1)[CH3:12])([CH3:4])([CH3:2])[CH3:3]. The catalyst class is: 2. (9) Reactant: [Cl:1][C:2]1[C:7]([N:8]2[CH2:13][CH2:12][CH:11]([C:14]3[CH:19]=[CH:18][C:17]([F:20])=[CH:16][CH:15]=3)[CH2:10][CH2:9]2)=[CH:6][N:5]=[N:4][C:3]=1[NH:21][NH:22][C:23](=O)[CH2:24][C:25]([CH3:28])([CH3:27])[CH3:26].P(Cl)(Cl)(Cl)=O. Product: [Cl:1][C:2]1[C:3]2[N:4]([C:23]([CH2:24][C:25]([CH3:28])([CH3:27])[CH3:26])=[N:22][N:21]=2)[N:5]=[CH:6][C:7]=1[N:8]1[CH2:13][CH2:12][CH:11]([C:14]2[CH:19]=[CH:18][C:17]([F:20])=[CH:16][CH:15]=2)[CH2:10][CH2:9]1. The catalyst class is: 10.